Dataset: Catalyst prediction with 721,799 reactions and 888 catalyst types from USPTO. Task: Predict which catalyst facilitates the given reaction. (1) Reactant: [CH2:1]1[C:9]2[C:4](=[CH:5][CH:6]=[CH:7][CH:8]=2)[CH2:3][CH:2]1[N:10]([C:20]1[S:21][CH:22]=[CH:23][N:24]=1)[CH2:11][CH2:12][CH:13]1[CH2:18][CH2:17][CH2:16][CH2:15][N:14]1[CH3:19].[CH3:25][I:26]. Product: [I-:26].[CH3:19][N+:14]1([CH3:25])[CH2:15][CH2:16][CH2:17][CH2:18][CH:13]1[CH2:12][CH2:11][N:10]([CH:2]1[CH2:3][C:4]2[C:9](=[CH:8][CH:7]=[CH:6][CH:5]=2)[CH2:1]1)[C:20]1[S:21][CH:22]=[CH:23][N:24]=1. The catalyst class is: 26. (2) Reactant: [Cl:1][C:2]1[CH:9]=[C:8](I)[CH:7]=[C:6]([F:11])[C:3]=1[C:4]#[N:5].[O:12]1[CH2:17][CH2:16][CH2:15][CH2:14][CH:13]1[N:18]1[C:22](B2OC(C)(C)C(C)(C)O2)=[CH:21][CH:20]=[N:19]1.C(=O)([O-])[O-].[Na+].[Na+]. Product: [Cl:1][C:2]1[CH:9]=[C:8]([C:22]2[N:18]([CH:13]3[CH2:14][CH2:15][CH2:16][CH2:17][O:12]3)[N:19]=[CH:20][CH:21]=2)[CH:7]=[C:6]([F:11])[C:3]=1[C:4]#[N:5]. The catalyst class is: 189.